Dataset: Forward reaction prediction with 1.9M reactions from USPTO patents (1976-2016). Task: Predict the product of the given reaction. (1) The product is: [Cl:1][C:2]1[C:3]2[C:4]3[C:5](=[C:20]([CH3:23])[O:21][N:22]=3)[C:6](=[O:19])[N:7]([C@H:12]3[CH2:17][CH2:16][CH2:15][C@@H:14]([NH:18][C:33]([NH:32][C:26]4[CH:31]=[CH:30][CH:29]=[CH:28][CH:27]=4)=[O:34])[CH2:13]3)[C:8]=2[CH:9]=[CH:10][CH:11]=1. Given the reactants [Cl:1][C:2]1[C:3]2[C:4]3[C:5](=[C:20]([CH3:23])[O:21][N:22]=3)[C:6](=[O:19])[N:7]([C@H:12]3[CH2:17][CH2:16][CH2:15][C@@H:14]([NH2:18])[CH2:13]3)[C:8]=2[CH:9]=[CH:10][CH:11]=1.[OH-].[Na+].[C:26]1([N:32]=[C:33]=[O:34])[CH:31]=[CH:30][CH:29]=[CH:28][CH:27]=1, predict the reaction product. (2) Given the reactants Cl.[CH2:2]([O:4][C:5](=[O:18])[CH2:6][NH:7][C:8]1[CH:17]=[CH:16][CH:15]=[C:14]2[C:9]=1[CH2:10][CH2:11][NH:12][CH2:13]2)[CH3:3].CCN(C(C)C)C(C)C.Br[CH2:29][CH2:30][F:31], predict the reaction product. The product is: [CH2:2]([O:4][C:5](=[O:18])[CH2:6][NH:7][C:8]1[CH:17]=[CH:16][CH:15]=[C:14]2[C:9]=1[CH2:10][CH2:11][N:12]([CH2:29][CH2:30][F:31])[CH2:13]2)[CH3:3]. (3) Given the reactants [CH3:1][C:2]1[O:3][C:4]([C:9]2[CH2:13][C:12]([C:18]3[CH:23]=[C:22]([Cl:24])[C:21]([Cl:25])=[C:20]([Cl:26])[CH:19]=3)([C:14]([F:17])([F:16])[F:15])[O:11][N:10]=2)=[CH:5][C:6]=1[CH:7]=O.[C:27](NC(=O)[O-])([CH3:30])([CH3:29])[CH3:28].FC(F)(F)[C:37]([OH:39])=[O:38].C([SiH](CC)CC)C.C(#[N:51])C, predict the reaction product. The product is: [C:27]([O:39][C:37](=[O:38])[NH:51][CH2:7][C:6]1[CH:5]=[C:4]([C:9]2[CH2:13][C:12]([C:18]3[CH:23]=[C:22]([Cl:24])[C:21]([Cl:25])=[C:20]([Cl:26])[CH:19]=3)([C:14]([F:15])([F:16])[F:17])[O:11][N:10]=2)[O:3][C:2]=1[CH3:1])([CH3:30])([CH3:29])[CH3:28]. (4) Given the reactants [OH:1][CH:2]1[C:14]2[CH:13]=[CH:12][CH:11]=[CH:10][C:9]=2[C:8]2[C:3]1=[CH:4][CH:5]=[CH:6][CH:7]=2.C(N(CC)CC)C.[C:22](Cl)(=[O:25])[CH:23]=[CH2:24], predict the reaction product. The product is: [CH:13]1[C:14]2[CH:2]([O:1][C:22](=[O:25])[CH:23]=[CH2:24])[C:3]3[C:8](=[CH:7][CH:6]=[CH:5][CH:4]=3)[C:9]=2[CH:10]=[CH:11][CH:12]=1. (5) Given the reactants [CH:1]1([CH:6]([C:14]2[CH:19]=[C:18]([CH3:20])[C:17]([N:21]3[CH:25]=[C:24]([C:26]([F:29])([F:28])[F:27])[CH:23]=[N:22]3)=[C:16]([CH3:30])[CH:15]=2)[NH:7]S(C(C)(C)C)=O)[CH2:5][CH2:4][CH2:3][CH2:2]1.[ClH:31], predict the reaction product. The product is: [ClH:31].[CH:1]1([CH:6]([C:14]2[CH:15]=[C:16]([CH3:30])[C:17]([N:21]3[CH:25]=[C:24]([C:26]([F:28])([F:29])[F:27])[CH:23]=[N:22]3)=[C:18]([CH3:20])[CH:19]=2)[NH2:7])[CH2:5][CH2:4][CH2:3][CH2:2]1. (6) Given the reactants Br[C:2]1[C:3]([C:11]2[CH:16]=[CH:15][CH:14]=[C:13]([CH3:17])[N:12]=2)=[N:4][N:5]2[CH:10]=[CH:9][CH:8]=[CH:7][C:6]=12.[F:18][C:19]1[CH:24]=[CH:23][C:22](B(O)O)=[CH:21][CH:20]=1.[OH-].[Na+], predict the reaction product. The product is: [F:18][C:19]1[CH:24]=[CH:23][C:22]([C:2]2[C:3]([C:11]3[CH:16]=[CH:15][CH:14]=[C:13]([CH3:17])[N:12]=3)=[N:4][N:5]3[CH:10]=[CH:9][CH:8]=[CH:7][C:6]=23)=[CH:21][CH:20]=1. (7) Given the reactants Cl[C:2]1[N:31]=[CH:30][C:5]2[N:6]=[C:7]([C:12]3[CH:17]=[CH:16][C:15]([O:18][CH:19]4[CH2:24][CH2:23][N:22]([CH:25]5[CH2:29][CH2:28][CH2:27][CH2:26]5)[CH2:21][CH2:20]4)=[CH:14][CH:13]=3)[N:8]([CH3:11])[C:9](=[O:10])[C:4]=2[CH:3]=1.C(N(CC)CC)C.[H][H], predict the reaction product. The product is: [CH:25]1([N:22]2[CH2:21][CH2:20][CH:19]([O:18][C:15]3[CH:14]=[CH:13][C:12]([C:7]4[N:8]([CH3:11])[C:9](=[O:10])[C:4]5[CH:3]=[CH:2][N:31]=[CH:30][C:5]=5[N:6]=4)=[CH:17][CH:16]=3)[CH2:24][CH2:23]2)[CH2:26][CH2:27][CH2:28][CH2:29]1. (8) The product is: [CH3:1][C:2]1[N:7]=[C:6]([C:8]2[CH:9]=[CH:10][C:11]([C:14]([F:17])([F:15])[F:16])=[CH:12][CH:13]=2)[C:5]([C:18]([NH:21][C:22]2[CH:27]=[CH:26][C:25]([N:28]([CH2:36][CH2:37][C:38]3[CH:43]=[CH:42][CH:41]=[CH:40][N:39]=3)[C:29](=[O:35])[O:30][C:31]([CH3:33])([CH3:34])[CH3:32])=[CH:24][CH:23]=2)=[O:19])=[CH:4][N:3]=1. Given the reactants [CH3:1][C:2]1[N:7]=[C:6]([C:8]2[CH:13]=[CH:12][C:11]([C:14]([F:17])([F:16])[F:15])=[CH:10][CH:9]=2)[C:5]([C:18](O)=[O:19])=[CH:4][N:3]=1.[NH2:21][C:22]1[CH:27]=[CH:26][C:25]([N:28]([CH2:36][CH2:37][C:38]2[CH:43]=[CH:42][CH:41]=[CH:40][N:39]=2)[C:29](=[O:35])[O:30][C:31]([CH3:34])([CH3:33])[CH3:32])=[CH:24][CH:23]=1.O.ON1C2C=CC=CC=2N=N1.Cl.CN(C)CCCN=C=NCC, predict the reaction product. (9) Given the reactants [C:1]([C:3]1[CH:4]=[CH:5][C:6]([CH2:9][O:10]C(=O)C)=[N:7][CH:8]=1)#[N:2].[OH-].[Li+], predict the reaction product. The product is: [OH:10][CH2:9][C:6]1[CH:5]=[CH:4][C:3]([C:1]#[N:2])=[CH:8][N:7]=1. (10) Given the reactants [Cl:1][C:2]1[CH:10]=[C:9]2[C:5](/[C:6](=[CH:12]/[C:13]3[CH:18]=[C:17]([Cl:19])[CH:16]=[CH:15][C:14]=3[O:20][CH2:21][C:22]3([CH3:26])[CH2:25][O:24][CH2:23]3)/[C:7](=[O:11])[NH:8]2)=[CH:4][CH:3]=1.[C:27]([O:31][C:32](O[C:32]([O:31][C:27]([CH3:30])([CH3:29])[CH3:28])=[O:33])=[O:33])([CH3:30])([CH3:29])[CH3:28], predict the reaction product. The product is: [C:27]([O:31][C:32]([N:8]1[C:9]2[C:5](=[CH:4][CH:3]=[C:2]([Cl:1])[CH:10]=2)/[C:6](=[CH:12]/[C:13]2[CH:18]=[C:17]([Cl:19])[CH:16]=[CH:15][C:14]=2[O:20][CH2:21][C:22]2([CH3:26])[CH2:23][O:24][CH2:25]2)/[C:7]1=[O:11])=[O:33])([CH3:30])([CH3:29])[CH3:28].